From a dataset of Full USPTO retrosynthesis dataset with 1.9M reactions from patents (1976-2016). Predict the reactants needed to synthesize the given product. (1) Given the product [C:17]([O:21][C:22]([NH:23][CH2:24][CH2:25][O:1][C:2]1[C:3]([C:13]([O:15][CH3:16])=[O:14])=[C:4]([CH3:12])[C:5]([O:8][CH:9]([CH3:10])[CH3:11])=[N:6][CH:7]=1)=[O:27])([CH3:20])([CH3:19])[CH3:18], predict the reactants needed to synthesize it. The reactants are: [OH:1][C:2]1[C:3]([C:13]([O:15][CH3:16])=[O:14])=[C:4]([CH3:12])[C:5]([O:8][CH:9]([CH3:11])[CH3:10])=[N:6][CH:7]=1.[C:17]([O:21][C:22](=[O:27])[NH:23][CH2:24][CH2:25]Br)([CH3:20])([CH3:19])[CH3:18]. (2) Given the product [NH2:18][CH2:17][CH2:16][N:15]([CH2:14][C:13]1[N:9]([C:6]2[CH:5]=[CH:4][C:3]([C:1]#[N:2])=[CH:8][CH:7]=2)[N:10]=[N:11][CH:12]=1)[CH3:26], predict the reactants needed to synthesize it. The reactants are: [C:1]([C:3]1[CH:8]=[CH:7][C:6]([N:9]2[C:13]([CH2:14][N:15]([CH3:26])[CH2:16][CH2:17][NH:18]C(=O)OC(C)(C)C)=[CH:12][N:11]=[N:10]2)=[CH:5][CH:4]=1)#[N:2].O.CC#N. (3) Given the product [CH3:29][O:30][C:31]([C@H:33]1[CH2:37][C:36](=[O:38])[N:35]([C:39]2[CH:44]=[CH:43][C:42]([O:6][CH2:5][C:4]3[CH:7]=[CH:8][CH:9]=[C:2]([F:1])[CH:3]=3)=[CH:41][CH:40]=2)[CH2:34]1)=[O:32], predict the reactants needed to synthesize it. The reactants are: [F:1][C:2]1[CH:3]=[C:4]([CH:7]=[CH:8][CH:9]=1)[CH2:5][OH:6].C1(P(C2C=CC=CC=2)C2C=CC=CC=2)C=CC=CC=1.[CH3:29][O:30][C:31]([C@H:33]1[CH2:37][C:36](=[O:38])[N:35]([C:39]2[CH:44]=[CH:43][C:42](O)=[CH:41][CH:40]=2)[CH2:34]1)=[O:32].N(C(OC(C)C)=O)=NC(OC(C)C)=O.C1(P(=O)(C2C=CC=CC=2)C2C=CC=CC=2)C=CC=CC=1. (4) Given the product [CH:20]1[N:21]2[C:30]3[C:25]([CH2:24][CH2:23][C:22]2=[C:18]([CH2:17][CH:12]([CH2:11][CH2:10][CH2:9][NH:8][CH3:6])[C:13]([OH:15])=[O:14])[N:19]=1)=[CH:26][CH:27]=[CH:28][CH:29]=3, predict the reactants needed to synthesize it. The reactants are: C(O[C:6]([N:8](C)[CH2:9][CH2:10][CH2:11][CH:12]([CH2:17][C:18]1[N:19]=[CH:20][N:21]2[C:30]3[C:25](=[CH:26][CH:27]=[CH:28][CH:29]=3)[CH2:24][CH2:23][C:22]=12)[C:13]([O:15]C)=[O:14])=O)(C)(C)C.[OH-].[Li+].O. (5) Given the product [CH2:31]([O:30][CH2:29][C:23]1[N:24]([CH2:25][CH:26]([CH3:28])[CH3:27])[C:15]2[C:14]3[N:13]=[CH:12][C:11]([C:3]4[CH:2]=[N:1][CH:6]=[CH:5][CH:4]=4)=[CH:20][C:19]=3[N:18]=[C:17]([NH2:21])[C:16]=2[N:22]=1)[CH3:32], predict the reactants needed to synthesize it. The reactants are: [N:1]1[CH:6]=[CH:5][CH:4]=[C:3](B(O)O)[CH:2]=1.Br[C:11]1[CH:12]=[N:13][C:14]2[C:15]3[N:24]([CH2:25][CH:26]([CH3:28])[CH3:27])[C:23]([CH2:29][O:30][CH2:31][CH3:32])=[N:22][C:16]=3[C:17]([NH2:21])=[N:18][C:19]=2[CH:20]=1.C(O)CC.C(=O)([O-])[O-].[Na+].[Na+]. (6) Given the product [CH3:17][O:18][C:19]1[CH:26]=[CH:25][C:22]([CH:23]=[C:4]2[C:5]3[C:10](=[CH:9][CH:8]=[CH:7][CH:6]=3)[C:2](=[O:1])[O:3]2)=[CH:21][C:20]=1[N+:27]([O-:29])=[O:28], predict the reactants needed to synthesize it. The reactants are: [O:1]=[C:2]1[C:10]2[C:5](=[CH:6][CH:7]=[CH:8][CH:9]=2)[CH:4](P(=O)(OC)OC)[O:3]1.[CH3:17][O:18][C:19]1[CH:26]=[CH:25][C:22]([CH:23]=O)=[CH:21][C:20]=1[N+:27]([O-:29])=[O:28].C(N(CC)CC)C. (7) Given the product [CH3:1][O:2][C:3]([C:5]1[N:6]([CH:10]2[C:19]3[C:14](=[CH:15][CH:16]=[CH:17][CH:18]=3)[C:13](=[O:20])[N:12]([CH3:25])[C:11]2([CH3:22])[CH3:21])[CH:7]=[N:8][CH:9]=1)=[O:4], predict the reactants needed to synthesize it. The reactants are: [CH3:1][O:2][C:3]([C:5]1[N:6]([CH:10]2[C:19]3[C:14](=[CH:15][CH:16]=[CH:17][CH:18]=3)[C:13](=[O:20])[NH:12][C:11]2([CH3:22])[CH3:21])[CH:7]=[N:8][CH:9]=1)=[O:4].[H-].[Na+].[CH3:25]I. (8) Given the product [OH:1][C@@:2]1([C:9]#[C:10][C:11]2[CH:12]=[C:13]([C:17]3[N:22]=[C:21]([C:23]([NH2:33])=[O:24])[CH:20]=[C:19]([N:28]4[CH:32]=[CH:31][CH:30]=[N:29]4)[CH:18]=3)[CH:14]=[CH:15][CH:16]=2)[CH2:6][CH2:5][N:4]([CH3:7])[C:3]1=[O:8], predict the reactants needed to synthesize it. The reactants are: [OH:1][C@@:2]1([C:9]#[C:10][C:11]2[CH:12]=[C:13]([C:17]3[N:22]=[C:21]([C:23](OCC)=[O:24])[CH:20]=[C:19]([N:28]4[CH:32]=[CH:31][CH:30]=[N:29]4)[CH:18]=3)[CH:14]=[CH:15][CH:16]=2)[CH2:6][CH2:5][N:4]([CH3:7])[C:3]1=[O:8].[NH3:33].